This data is from Catalyst prediction with 721,799 reactions and 888 catalyst types from USPTO. The task is: Predict which catalyst facilitates the given reaction. (1) Reactant: [CH:1]([C:4]1[CH:5]=[C:6]([NH:10][C:11]([C:13]2[CH:14]=[C:15]([N:19]3[CH2:28][C:27]4[CH:26]=[N:25][CH:24]=[C:23]([C:29](O)=[O:30])[C:22]=4[CH2:21][CH2:20]3)[CH:16]=[CH:17][CH:18]=2)=[O:12])[CH:7]=[CH:8][CH:9]=1)([CH3:3])[CH3:2].C(N(CC)C(C)C)(C)C.CCCP(=O)=O.Cl.[CH3:48][O:49][C:50](=[O:53])[CH2:51][NH2:52]. Product: [CH3:48][O:49][C:50](=[O:53])[CH2:51][NH:52][C:29]([C:23]1[C:22]2[CH2:21][CH2:20][N:19]([C:15]3[CH:16]=[CH:17][CH:18]=[C:13]([C:11]([NH:10][C:6]4[CH:7]=[CH:8][CH:9]=[C:4]([CH:1]([CH3:3])[CH3:2])[CH:5]=4)=[O:12])[CH:14]=3)[CH2:28][C:27]=2[CH:26]=[N:25][CH:24]=1)=[O:30]. The catalyst class is: 864. (2) Reactant: CC(C)([O-])C.[Na+].Br[C:8]1[CH:9]=[CH:10][C:11]([O:14][C:15]2[CH:16]=[C:17]([CH:32]=[CH:33][CH:34]=2)[CH:18]=[C:19]2[CH2:24][CH2:23][N:22]([C:25]([O:27][C:28]([CH3:31])([CH3:30])[CH3:29])=[O:26])[CH2:21][CH2:20]2)=[N:12][CH:13]=1.CC(P(C(C)(C)C)C1C(C2C=CC=CC=2)=CC=CC=1)(C)C.[NH:56]1[CH2:59][CH2:58][CH2:57]1. Product: [N:56]1([C:8]2[CH:9]=[CH:10][C:11]([O:14][C:15]3[CH:16]=[C:17]([CH:32]=[CH:33][CH:34]=3)[CH:18]=[C:19]3[CH2:24][CH2:23][N:22]([C:25]([O:27][C:28]([CH3:31])([CH3:30])[CH3:29])=[O:26])[CH2:21][CH2:20]3)=[N:12][CH:13]=2)[CH2:59][CH2:58][CH2:57]1. The catalyst class is: 164.